Dataset: Forward reaction prediction with 1.9M reactions from USPTO patents (1976-2016). Task: Predict the product of the given reaction. (1) Given the reactants [C:1]([CH:5]1[CH2:14][CH2:13][C:12]2[N:11]=[C:10](O)[C:9]([N+:16]([O-:18])=[O:17])=[CH:8][C:7]=2[CH2:6]1)([CH3:4])([CH3:3])[CH3:2].O=P(Cl)(Cl)[Cl:21].C(N(C(C)C)CC)(C)C.[OH-].[Na+], predict the reaction product. The product is: [C:1]([CH:5]1[CH2:14][CH2:13][C:12]2[N:11]=[C:10]([Cl:21])[C:9]([N+:16]([O-:18])=[O:17])=[CH:8][C:7]=2[CH2:6]1)([CH3:4])([CH3:3])[CH3:2]. (2) Given the reactants [CH2:1]([CH:5]([CH2:11][C:12]1[CH:17]=[CH:16][C:15]([O:18][CH2:19][CH2:20][NH:21][C:22]([C:24]2[CH:29]=[CH:28][C:27]([C:30]3[CH:35]=[CH:34][CH:33]=[C:32]([C:36]([OH:38])=[O:37])[CH:31]=3)=[CH:26][CH:25]=2)=[O:23])=[CH:14][CH:13]=1)[C:6]([O:8]CC)=[O:7])[CH2:2][CH2:3][CH3:4].[OH-].[Na+], predict the reaction product. The product is: [CH2:1]([CH:5]([CH2:11][C:12]1[CH:13]=[CH:14][C:15]([O:18][CH2:19][CH2:20][NH:21][C:22]([C:24]2[CH:25]=[CH:26][C:27]([C:30]3[CH:35]=[CH:34][CH:33]=[C:32]([C:36]([OH:38])=[O:37])[CH:31]=3)=[CH:28][CH:29]=2)=[O:23])=[CH:16][CH:17]=1)[C:6]([OH:8])=[O:7])[CH2:2][CH2:3][CH3:4]. (3) Given the reactants Cl.[Cl:2][C:3]1[CH:4]=[C:5]([CH:19]=[CH:20][C:21]=1[Cl:22])[O:6][CH:7]1[CH2:12][CH2:11][N:10]([CH2:13][CH2:14][CH2:15][C:16]([OH:18])=O)[CH2:9][CH2:8]1.[CH3:23][C:24]1[CH:25]=[CH:26][C:27]([S:30]([NH2:33])(=[O:32])=[O:31])=[CH:28][CH:29]=1.CN(C1C=CC=CN=1)C.CCN=C=NCCCN(C)C, predict the reaction product. The product is: [Cl:2][C:3]1[CH:4]=[C:5]([CH:19]=[CH:20][C:21]=1[Cl:22])[O:6][CH:7]1[CH2:8][CH2:9][N:10]([CH2:13][CH2:14][CH2:15][C:16]([NH:33][S:30]([C:27]2[CH:28]=[CH:29][C:24]([CH3:23])=[CH:25][CH:26]=2)(=[O:31])=[O:32])=[O:18])[CH2:11][CH2:12]1. (4) Given the reactants Cl[C:2]1[C:7]([C:8]([F:11])([F:10])[F:9])=[CH:6][N:5]=[C:4]([NH:12][C:13]2[CH:27]=[CH:26][C:16]([CH2:17][P:18](=[O:25])([O:22][CH2:23][CH3:24])[O:19][CH2:20][CH3:21])=[CH:15][CH:14]=2)[N:3]=1.[NH2:28][C:29]1[CH:34]=[CH:33][CH:32]=[CH:31][C:30]=1[C:35]([N:37]1[CH2:42][CH2:41][N:40]([CH3:43])[CH2:39][CH2:38]1)=[O:36], predict the reaction product. The product is: [CH3:43][N:40]1[CH2:39][CH2:38][N:37]([C:35]([C:30]2[CH:31]=[CH:32][CH:33]=[CH:34][C:29]=2[NH:28][C:2]2[C:7]([C:8]([F:11])([F:10])[F:9])=[CH:6][N:5]=[C:4]([NH:12][C:13]3[CH:27]=[CH:26][C:16]([CH2:17][P:18](=[O:25])([O:19][CH2:20][CH3:21])[O:22][CH2:23][CH3:24])=[CH:15][CH:14]=3)[N:3]=2)=[O:36])[CH2:42][CH2:41]1. (5) Given the reactants [I:1][C:2]1[CH:3]=[C:4]2[C:8](=[CH:9][CH:10]=1)[NH:7][C:6](=[O:11])[C:5]2=O.[F:13][C:14]([F:27])([F:26])[O:15][C:16]1[CH:25]=[CH:24][C:19]([C:20]([NH:22][NH2:23])=[O:21])=[CH:18][CH:17]=1, predict the reaction product. The product is: [I:1][C:2]1[CH:3]=[C:4]2[C:8](=[CH:9][CH:10]=1)[NH:7][C:6](=[O:11])[C:5]2=[N:23][NH:22][C:20](=[O:21])[C:19]1[CH:18]=[CH:17][C:16]([O:15][C:14]([F:13])([F:27])[F:26])=[CH:25][CH:24]=1.